Dataset: Catalyst prediction with 721,799 reactions and 888 catalyst types from USPTO. Task: Predict which catalyst facilitates the given reaction. (1) Reactant: [CH2:1]([O:3][C:4]([C:6]1[NH:7][C:8]2[C:13]([CH:14]=1)=[CH:12][C:11]([OH:15])=[C:10]([Cl:16])[CH:9]=2)=[O:5])[CH3:2].[CH:17]([N:20]1[CH2:25][CH2:24][CH:23](O)[CH2:22][CH2:21]1)([CH3:19])[CH3:18].C1(P(C2C=CC=CC=2)C2C=CC=CC=2)C=CC=CC=1.CC(OC(/N=N/C(OC(C)(C)C)=O)=O)(C)C. Product: [CH2:1]([O:3][C:4]([C:6]1[NH:7][C:8]2[C:13]([CH:14]=1)=[CH:12][C:11]([O:15][CH:23]1[CH2:24][CH2:25][N:20]([CH:17]([CH3:19])[CH3:18])[CH2:21][CH2:22]1)=[C:10]([Cl:16])[CH:9]=2)=[O:5])[CH3:2]. The catalyst class is: 7. (2) Reactant: C1(C)C=CC(S(O)(=O)=O)=CC=1.[NH2:12][C@H:13]([C:21]([NH:23][CH2:24][C:25]([O:27][CH2:28][C:29]1[CH:34]=[CH:33][CH:32]=[CH:31][CH:30]=1)=[O:26])=[O:22])[CH2:14][C:15]1[CH:20]=[CH:19][CH:18]=[CH:17][CH:16]=1.[NH:35]([C:40]([O:42][C:43]([CH3:46])([CH3:45])[CH3:44])=[O:41])[CH2:36][C:37](O)=[O:38].ON1C(=O)CCC1=O.CN1CCOCC1.C1(N=C=NC2CCCCC2)CCCCC1. Product: [NH:35]([C:40]([O:42][C:43]([CH3:46])([CH3:45])[CH3:44])=[O:41])[CH2:36][C:37]([NH:12][C@H:13]([C:21]([NH:23][CH2:24][C:25]([O:27][CH2:28][C:29]1[CH:30]=[CH:31][CH:32]=[CH:33][CH:34]=1)=[O:26])=[O:22])[CH2:14][C:15]1[CH:16]=[CH:17][CH:18]=[CH:19][CH:20]=1)=[O:38]. The catalyst class is: 9.